This data is from Full USPTO retrosynthesis dataset with 1.9M reactions from patents (1976-2016). The task is: Predict the reactants needed to synthesize the given product. (1) Given the product [CH:17]1([N:14]2[CH2:15][CH2:16][N:11]([C:9]([CH:1]3[C:3]4([CH2:8][CH2:7][N:6]([CH:23]5[CH2:24][CH2:25][CH2:26][O:21][CH2:22]5)[CH2:5][CH2:4]4)[CH2:2]3)=[O:10])[CH2:12][CH2:13]2)[CH2:18][CH2:19][CH2:20]1, predict the reactants needed to synthesize it. The reactants are: [CH:1]1([C:9]([N:11]2[CH2:16][CH2:15][N:14]([CH:17]3[CH2:20][CH2:19][CH2:18]3)[CH2:13][CH2:12]2)=[O:10])[C:3]2([CH2:8][CH2:7][NH:6][CH2:5][CH2:4]2)[CH2:2]1.[O:21]1[CH2:26][CH2:25][CH2:24][C:23](=O)[CH2:22]1. (2) Given the product [O:50]1[CH2:55][CH2:54][CH:53]([CH2:56][NH:57][C:13]([C:10]2[CH:9]=[C:8]([CH2:7][S:6][C:5]3[CH:16]=[CH:17][CH:18]=[C:3]([C:2]([F:1])([F:20])[F:19])[CH:4]=3)[O:12][N:11]=2)=[O:15])[CH2:52][CH2:51]1, predict the reactants needed to synthesize it. The reactants are: [F:1][C:2]([F:20])([F:19])[C:3]1[CH:4]=[C:5]([CH:16]=[CH:17][CH:18]=1)[S:6][CH2:7][C:8]1[O:12][N:11]=[C:10]([C:13]([OH:15])=O)[CH:9]=1.C(N(CC)CC)C.Cl.C(N=C=NCCCN(C)C)C.ON1C2C=CC=CC=2N=N1.[O:50]1[CH2:55][CH2:54][CH:53]([CH2:56][NH2:57])[CH2:52][CH2:51]1.